Dataset: Catalyst prediction with 721,799 reactions and 888 catalyst types from USPTO. Task: Predict which catalyst facilitates the given reaction. (1) Reactant: C([O:3][C:4](=O)[C:5]([OH:23])([C:19]([F:22])([F:21])[F:20])[CH2:6][C:7]([C:10]1[C:18]2[O:17][CH2:16][O:15][C:14]=2[CH:13]=[CH:12][CH:11]=1)([CH3:9])[CH3:8])C.[H-].[Al+3].[Li+].[H-].[H-].[H-].C(=O)(O)[O-].[Na+]. Product: [O:15]1[C:14]2[CH:13]=[CH:12][CH:11]=[C:10]([C:7]([CH3:9])([CH3:8])[CH2:6][C:5]([C:19]([F:20])([F:22])[F:21])([OH:23])[CH2:4][OH:3])[C:18]=2[O:17][CH2:16]1. The catalyst class is: 27. (2) Reactant: [C:1]1([C:7]([C:9]([C:11]2[CH:16]=[CH:15][CH:14]=[CH:13][CH:12]=2)=[CH2:10])=[CH2:8])[CH:6]=[CH:5][CH:4]=[CH:3][CH:2]=1.[C:17]1(=[O:22])[CH2:21][CH2:20][CH:19]=[CH:18]1. Product: [C:1]1([C:7]2[CH2:8][CH:20]3[CH:21]([CH2:10][C:9]=2[C:11]2[CH:12]=[CH:13][CH:14]=[CH:15][CH:16]=2)[C:17](=[O:22])[CH2:18][CH2:19]3)[CH:6]=[CH:5][CH:4]=[CH:3][CH:2]=1. The catalyst class is: 11. (3) Reactant: [CH3:1][N:2]([CH3:15])[C:3]1[CH2:4][C:5]2[C:10]([CH:11]=1)=[CH:9][C:8]([N+:12]([O-:14])=[O:13])=[CH:7][CH:6]=2. Product: [CH3:1][N:2]([CH3:15])[CH:3]1[CH2:11][C:10]2[C:5](=[CH:6][CH:7]=[C:8]([N+:12]([O-:14])=[O:13])[CH:9]=2)[CH2:4]1. The catalyst class is: 403. (4) Reactant: [C:1]([O:4][C@@H:5]([C@H:16]1[C@H:21]([NH:22][C:23](=[O:25])[CH3:24])[C@@H:20]([NH:26][C:27]([NH:36][C:37]([O:39][C:40]([CH3:43])([CH3:42])[CH3:41])=[O:38])=[N:28][C:29]([O:31][C:32]([CH3:35])([CH3:34])[CH3:33])=[O:30])[CH:19]=[C:18]([C:44]([O:46]C)=[O:45])[O:17]1)[C@H:6]([O:12][C:13](=[O:15])[CH3:14])[CH2:7][O:8][C:9](=[O:11])[CH3:10])(=[O:3])[CH3:2].[OH-].[Na+].Cl. Product: [C:23]([NH:22][C@@H:21]1[C@@H:20]([NH:26][C:27]([NH:36][C:37]([O:39][C:40]([CH3:43])([CH3:42])[CH3:41])=[O:38])=[N:28][C:29]([O:31][C:32]([CH3:35])([CH3:33])[CH3:34])=[O:30])[CH:19]=[C:18]([C:44]([OH:46])=[O:45])[O:17][C@H:16]1[C@H:5]([O:4][C:1](=[O:3])[CH3:2])[C@H:6]([O:12][C:13](=[O:15])[CH3:14])[CH2:7][O:8][C:9](=[O:11])[CH3:10])(=[O:25])[CH3:24]. The catalyst class is: 5. (5) The catalyst class is: 86. Reactant: [OH:1][C:2]1[CH:19]=[CH:18][C:5]2[NH:6][C:7]([CH2:12][C:13]([O:15][CH2:16][CH3:17])=[O:14])=[N:8][S:9](=[O:11])(=[O:10])[C:4]=2[CH:3]=1.[N+:20]([O-])([OH:22])=[O:21].[N+]([O-])(O)=O.C(O)(=O)C. Product: [OH:1][C:2]1[CH:19]=[CH:18][C:5]2[NH:6][C:7]([CH2:12][C:13]([O:15][CH2:16][CH3:17])=[O:14])=[N:8][S:9](=[O:11])(=[O:10])[C:4]=2[C:3]=1[N+:20]([O-:22])=[O:21]. (6) Reactant: Cl[C:2]1[N:3]=[C:4]2[CH:12]=[CH:11][N:10]=[CH:9][C:5]2=[N:6][C:7]=1[Cl:8].[CH:13]1([NH2:16])[CH2:15][CH2:14]1.CCN(C(C)C)C(C)C. Product: [Cl:8][C:7]1[N:6]=[C:5]2[CH:9]=[N:10][CH:11]=[CH:12][C:4]2=[N:3][C:2]=1[NH:16][CH:13]1[CH2:15][CH2:14]1. The catalyst class is: 12. (7) Reactant: I[C:2]1[CH:3]=[C:4]([N:8]2[N:12]=[N:11][C:10]([CH:13]([N:15]3[C:24]4[N:20]([C:21]([C:25]5[CH:30]=[CH:29][N:28]=[CH:27][CH:26]=5)=[N:22][N:23]=4)[CH2:19][CH2:18][CH2:17][CH2:16]3)[CH3:14])=[N:9]2)[CH:5]=[CH:6][CH:7]=1.[CH3:31][N:32](C=O)C. Product: [N:28]1[CH:29]=[CH:30][C:25]([C:21]2[N:20]3[C:24]([N:15]([CH:13]([C:10]4[N:11]=[N:12][N:8]([C:4]5[CH:3]=[C:2]([CH:7]=[CH:6][CH:5]=5)[C:31]#[N:32])[N:9]=4)[CH3:14])[CH2:16][CH2:17][CH2:18][CH2:19]3)=[N:23][N:22]=2)=[CH:26][CH:27]=1. The catalyst class is: 507. (8) Reactant: [I:1][C:2]1[C:10]2[C:5](=[N:6][CH:7]=[N:8][C:9]=2[NH2:11])[NH:4][N:3]=1.O[C@H:13]1[CH2:18][CH2:17][CH2:16][N:15]([C:19]([O:21][C:22]([CH3:25])([CH3:24])[CH3:23])=[O:20])[CH2:14]1.C1(P(C2C=CC=CC=2)C2C=CC=CC=2)C=CC=CC=1.O1CCCC1.N(C(OC(C)C)=O)=NC(OC(C)C)=O. Product: [NH2:11][C:9]1[N:8]=[CH:7][N:6]=[C:5]2[N:4]([C@@H:17]3[CH2:18][CH2:13][CH2:14][N:15]([C:19]([O:21][C:22]([CH3:25])([CH3:24])[CH3:23])=[O:20])[CH2:16]3)[N:3]=[C:2]([I:1])[C:10]=12. The catalyst class is: 7. (9) Reactant: [Br-].[CH2:2]([N+:9]1[CH:14]=[CH:13][C:12]([CH:15]([O:17][CH:18]2[CH2:21][N:20]([C:22]([O:24][C:25]([CH3:28])([CH3:27])[CH3:26])=[O:23])[CH2:19]2)[CH3:16])=[CH:11][CH:10]=1)[C:3]1[CH:8]=[CH:7][CH:6]=[CH:5][CH:4]=1.[BH4-].[Na+].[NH4+].[Cl-]. Product: [CH2:2]([N:9]1[CH2:10][CH2:11][CH:12]([CH:15]([O:17][CH:18]2[CH2:21][N:20]([C:22]([O:24][C:25]([CH3:26])([CH3:28])[CH3:27])=[O:23])[CH2:19]2)[CH3:16])[CH2:13][CH2:14]1)[C:3]1[CH:8]=[CH:7][CH:6]=[CH:5][CH:4]=1. The catalyst class is: 8.